Predict the reactants needed to synthesize the given product. From a dataset of Full USPTO retrosynthesis dataset with 1.9M reactions from patents (1976-2016). Given the product [F:20][C:2]([F:1])([F:19])[CH:3]([O:18][C:29](=[O:30])[NH:28][C:25]1[CH:26]=[CH:27][C:22]([Cl:21])=[CH:23][CH:24]=1)[CH2:4][N:5]1[CH2:10][CH2:9][CH2:8][C@H:7]([O:11][C:12]2[CH:17]=[CH:16][N:15]=[CH:14][CH:13]=2)[CH2:6]1.[F:20][C:2]([F:1])([F:19])[CH:3]([O:18][C:29](=[O:30])[NH:28][C:25]1[CH:26]=[CH:27][C:22]([Cl:21])=[CH:23][CH:24]=1)[CH2:4][N:5]1[CH2:10][CH2:9][CH2:8][C@@H:7]([O:11][C:12]2[CH:17]=[CH:16][N:15]=[CH:14][CH:13]=2)[CH2:6]1, predict the reactants needed to synthesize it. The reactants are: [F:1][C:2]([F:20])([F:19])[CH:3]([OH:18])[CH2:4][N:5]1[CH2:10][CH2:9][CH2:8][CH:7]([O:11][C:12]2[CH:17]=[CH:16][N:15]=[CH:14][CH:13]=2)[CH2:6]1.[Cl:21][C:22]1[CH:27]=[CH:26][C:25]([N:28]=[C:29]=[O:30])=[CH:24][CH:23]=1.C(N(CC)CC)C.